From a dataset of Reaction yield outcomes from USPTO patents with 853,638 reactions. Predict the reaction yield, written as a fraction of the theoretical maximum amount of product (1.0 means a 100% yield; for example, 0.34 means a 34% yield). The reactants are Cl.Cl.[CH2:3]1[C:12]2[C:7](=[CH:8][CH:9]=[N:10][CH:11]=2)[CH2:6][CH2:5][NH:4]1.C(=O)([O-])[O-].[Cs+].[Cs+].C(N(CC)CC)C.Br[C:27]1[CH:28]=[C:29]([CH:35]=[CH:36][CH:37]=1)[C:30]([O:32][CH2:33][CH3:34])=[O:31].C1C=CC(P(C2C=CC3C(=CC=CC=3)C=2C2C3C(=CC=CC=3)C=CC=2P(C2C=CC=CC=2)C2C=CC=CC=2)C2C=CC=CC=2)=CC=1. The catalyst is O1CCOCC1.C([O-])(=O)C.[Pd+2].C([O-])(=O)C.C1C=CC(/C=C/C(/C=C/C2C=CC=CC=2)=O)=CC=1.C1C=CC(/C=C/C(/C=C/C2C=CC=CC=2)=O)=CC=1.C1C=CC(/C=C/C(/C=C/C2C=CC=CC=2)=O)=CC=1.[Pd].[Pd]. The product is [CH2:11]1[C:12]2[C:7](=[CH:6][CH:5]=[N:4][CH:3]=2)[CH2:8][CH2:9][N:10]1[C:27]1[CH:28]=[C:29]([CH:35]=[CH:36][CH:37]=1)[C:30]([O:32][CH2:33][CH3:34])=[O:31]. The yield is 0.0600.